This data is from Forward reaction prediction with 1.9M reactions from USPTO patents (1976-2016). The task is: Predict the product of the given reaction. (1) Given the reactants [OH:1][C@@H:2]1[CH2:11][C:6]2([CH2:10][CH2:9][CH2:8][CH2:7]2)[C@@H:5]([C:12]([OH:14])=[O:13])[C:4]([CH3:15])=[CH:3]1.[C:16](=O)([O-])[O-].[K+].[K+].CI.Cl, predict the reaction product. The product is: [OH:1][C@@H:2]1[CH2:11][C:6]2([CH2:7][CH2:8][CH2:9][CH2:10]2)[C@@H:5]([C:12]([O:14][CH3:16])=[O:13])[C:4]([CH3:15])=[CH:3]1. (2) The product is: [CH3:1][O:2][C:3]1[CH:4]=[C:5]2[C:10](=[CH:11][C:12]=1[O:13][CH3:14])[N:9]=[CH:8][CH:7]=[C:6]2[O:15][C:16]1[CH:22]=[CH:21][C:19]([NH:20][C:38](=[O:40])[O:54][CH:52]([C:51]2[CH:55]=[CH:56][CH:57]=[CH:58][C:50]=2[Br:49])[CH3:53])=[CH:18][CH:17]=1. Given the reactants [CH3:1][O:2][C:3]1[CH:4]=[C:5]2[C:10](=[CH:11][C:12]=1[O:13][CH3:14])[N:9]=[CH:8][CH:7]=[C:6]2[O:15][C:16]1[CH:22]=[CH:21][C:19]([NH2:20])=[CH:18][CH:17]=1.C1(C)C=CC=CC=1.C(N(CC)CC)C.Cl[C:38](Cl)([O:40]C(=O)OC(Cl)(Cl)Cl)Cl.[Br:49][C:50]1[CH:58]=[CH:57][CH:56]=[CH:55][C:51]=1[CH:52]([OH:54])[CH3:53], predict the reaction product.